This data is from Catalyst prediction with 721,799 reactions and 888 catalyst types from USPTO. The task is: Predict which catalyst facilitates the given reaction. Reactant: [F:1][C:2]1[CH:7]=[CH:6][CH:5]=[C:4]([F:8])[C:3]=1[CH2:9][OH:10].CC(C)([O-])C.[K+].Cl.[NH2:18][C:19]1[C:24](Cl)=[N:23][C:22]([CH3:26])=[CH:21][N:20]=1.C(=O)([O-])O.[Na+]. Product: [F:1][C:2]1[CH:7]=[CH:6][CH:5]=[C:4]([F:8])[C:3]=1[CH2:9][O:10][C:24]1[C:19]([NH2:18])=[N:20][CH:21]=[C:22]([CH3:26])[N:23]=1. The catalyst class is: 57.